Dataset: Full USPTO retrosynthesis dataset with 1.9M reactions from patents (1976-2016). Task: Predict the reactants needed to synthesize the given product. (1) Given the product [NH:7]1[C:8]2[C:4](=[CH:3][C:2]([C:23]#[N:24])=[CH:10][CH:9]=2)[CH:5]=[N:6]1, predict the reactants needed to synthesize it. The reactants are: N[C:2]1[CH:3]=[C:4]2[C:8](=[CH:9][CH:10]=1)[NH:7][N:6]=[CH:5]2.Cl.N([O-])=O.[Na+].C(=O)([O-])[O-].[Na+].[Na+].[Cu][C:23]#[N:24].[C-]#N.[Na+]. (2) Given the product [C:12]([C:21]1[CH:20]=[CH:19][CH:18]=[CH:17][C:16]=1[CH2:15][O:1][C:2]1[CH:3]=[CH:4][C:5]([CH2:8][C:9]([OH:11])=[O:10])=[CH:6][CH:7]=1)([OH:14])=[O:13], predict the reactants needed to synthesize it. The reactants are: [OH:1][C:2]1[CH:7]=[CH:6][C:5]([CH2:8][C:9]([OH:11])=[O:10])=[CH:4][CH:3]=1.[C:12]1([C:21]2[C:16](=[CH:17][CH:18]=[CH:19][CH:20]=2)[CH2:15][O:14]1)=[O:13].C[O-].[Na+].Cl. (3) Given the product [NH2:21][CH2:20][CH2:19][C@H:18]([N:15]1[CH2:16][CH2:17][CH:12]([NH:6][C:5]2[CH:7]=[CH:8][C:9]3[O:10][CH2:1][O:2][C:3]=3[CH:4]=2)[CH2:13][CH2:14]1)[CH3:22], predict the reactants needed to synthesize it. The reactants are: [CH2:1]1[O:10][C:9]2[CH:8]=[CH:7][C:5]([NH2:6])=[CH:4][C:3]=2[O:2]1.O=[C:12]1[CH2:17][CH2:16][N:15]([C@H:18]([CH3:22])[CH2:19][C:20]#[N:21])[CH2:14][CH2:13]1.[C-]#N.[Na+].